Dataset: Experimentally validated miRNA-target interactions with 360,000+ pairs, plus equal number of negative samples. Task: Binary Classification. Given a miRNA mature sequence and a target amino acid sequence, predict their likelihood of interaction. (1) Result: 1 (interaction). The protein sequence of the target gene is MRSIRSFANDDRHVMVKHSTIYPSPEELEAVQNMVSTVECALKHVSDWLDETNKGTKTEGETEVKKDEAGENYSKDQGGRTLCGVMRIGLVAKGLLIKDDMDLELVLMCKDKPTETLLNTVKDNLPIQIQKLTEEKYQVEQCVNEASIIIRNTKEPTLTLKVILTSPLIRDELEKKDGENVSMKDPPDLLDRQKCLNALASLRHAKWFQARANGLKSCVIVLRILRDLCNRVPTWAPLKGWPLELICEKSIGTCNRPLGAGEALRRVMECLASGILLPGGPGLHDPCERDPTDALSYMTI.... The miRNA is hsa-miR-7106-3p with sequence AGCUCCCUGAAUCCCUGUCCCAG. (2) The miRNA is hsa-miR-3136-3p with sequence UGGCCCAACCUAUUCAGUUAGU. The protein sequence of the target gene is MKLPIFIADAFTARAFRGNPAAVCLLENELDEDMHQKIAREMNLSETAFIRKLHPTDNFAQSSCFGLRWFTPASEVPLCGHATLASAAVLFHKIKNMNSTLTFVTLSGELRARRAEDGIVLDLPLYPAHPQDFHEVEDLIKTAIGNTLVQDICYSPDTQKLLVRLSDVYNRSFLENLKVNTENLLQVENTGKVKGLILTLKGEPGGQTQAFDFYSRYFAPWVGVAEDPVTGSAHAVLSSYWSQHLGKKEMHAFQCSHRGGELGISLRPDGRVDIRGGAAVVLEGTLTA. Result: 0 (no interaction). (3) The miRNA is hsa-miR-4783-5p with sequence GGCGCGCCCAGCUCCCGGGCU. The protein sequence of the target gene is MLLSSPTTPSRGRTPSAVERLEADKAKYVKTHQVIVRRQEPALRGGPGPLTPHPCNELGASASPRTPGPARRGSGRRQPRPDSLIFYRQKRDCKASVNKENAKGQGLVRRLFLGATRDAAPSSPAPTERPGAPAGWAGSPDTPEATGKRAVCPTCSLPLSEKERFFNYCGLERALVEVLGAERFSPQSWGAEHGPQVATSPPPGSGDTSDWTSSDRDAGSPDCAGGGGGSEAAGSARDGRPTVSVVERNARVIQWLYGCQRARAPPRESEV. Result: 0 (no interaction). (4) The miRNA is hsa-miR-5586-3p with sequence CAGAGUGACAAGCUGGUUAAAG. The protein sequence of the target gene is MAPFGRNLLKTRHKNRSPTKDMDSEEKEIVVWVCQEEKLVCGLTKRTTSADVIQALLEEHEATFGEKRFLLGKPSDYCIIEKWRGSERVLPPLTRILKLWKAWGDEQPNMQFVLVKADAFLPVPLWRTAEAKLVQNTEKLWELSPANYMKTLPPDKQKRIVRKTFRKLAKIKQDTVSHDRDNMETLVHLIISQDHTIHQQVKRMKELDLEIEKCEAKFHLDRVENDGENYVQDAYLMPSFSEVEQNLDLQYEENQTLEDLSESDGIEQLEERLKYYRILIDKLSAEIEKEVKSVCIDINE.... Result: 1 (interaction). (5) The miRNA is hsa-miR-221-5p with sequence ACCUGGCAUACAAUGUAGAUUU. The protein sequence of the target gene is MLPCASCLPGSLLLWALLLLLLGSASPQDSEEPDSYTECTDGYEWDPDSQHCRDVNECLTIPEACKGEMKCINHYGGYLCLPRSAAVINDLHGEGPPPPVPPAQHPNPCPPGYEPDDQDSCVDVDECAQALHDCRPSQDCHNLPGSYQCTCPDGYRKIGPECVDIDECRYRYCQHRCVNLPGSFRCQCEPGFQLGPNNRSCVDVNECDMGAPCEQRCFNSYGTFLCRCHQGYELHRDGFSCSDIDECSYSSYLCQYRCINEPGRFSCHCPQGYQLLATRLCQDIDECESGAHQCSEAQTC.... Result: 1 (interaction). (6) The miRNA is cel-miR-234-3p with sequence UUAUUGCUCGAGAAUACCCUU. The protein sequence of the target gene is MNRKVTAIALAAIIWATAAQGFLMFKQGRCLCIGPGMKAVKMAEIEKASVIYPSNGCDKVEVIVTMKAHKRQRCLDPRSKQARLIMQAIEKKNFLRRQNM. Result: 0 (no interaction). (7) The miRNA is hsa-miR-583 with sequence CAAAGAGGAAGGUCCCAUUAC. The protein sequence of the target gene is MAESRGRLYLWMCLAAALASFLMGFMVGWFIKPLKETTTSVRYHQSIRWKLVSEMKAENIKSFLRSFTKLPHLAGTEQNFLLAKKIQTQWKKFGLDSAKLVHYDVLLSYPNETNANYISIVDEHETEIFKTSYLEPPPDGYENVTNIVPPYNAFSAQGMPEGDLVYVNYARTEDFFKLEREMGINCTGKIVIARYGKIFRGNKVKNAMLAGAIGIILYSDPADYFAPEVQPYPKGWNLPGTAAQRGNVLNLNGAGDPLTPGYPAKEYTFRLDVEEGVGIPRIPVHPIGYNDAEILLRYLG.... Result: 0 (no interaction). (8) The miRNA is hsa-miR-4803 with sequence UAACAUAAUAGUGUGGAUUGA. The protein sequence of the target gene is MPKTMHFLFRFIVFFYLWGLFTAQRQKKEESTEEVKIEVLHRPENCSKTSKKGDLLNAHYDGYLAKDGSKFYCSRTQNEGHPKWFVLGVGQVIKGLDIAMTDMCPGEKRKVVIPPSFAYGKEGYAEGKIPPDATLIFEIELYAVTKGPRSIETFKQIDMDNDRQLSKAEINLYLQREFEKDEKPRDKSYQDAVLEDIFKKNDHDGDGFISPKEYNVYQHDEL. Result: 0 (no interaction). (9) The miRNA is mmu-miR-3095-3p with sequence UGGACACUGGAGAGAGAGCUUUU. The protein sequence of the target gene is MWPSQLLIFMMLLAPIIHAFSRAPIPMAVVRRELSCESYPIELRCPGTDVIMIESANYGRTDDKICDSDPAQMENIRCYLPDAYKIMSQRCNNRTQCAVVAGPDVFPDPCPGTYKYLEVQYECVPYKVEQKVFLCPGLLKGVYQSEHLFESDHQSGAWCKDPLQASDKIYYMPWTPYRTDTLTEYSSKDDFIAGRPTTTYKLPHRVDGTGFVVYDGALFFNKERTRNIVKFDLRTRIKSGEAIIANANYHDTSPYRWGGKSDIDLAVDENGLWVIYATEQNNGKIVISQLNPYTLRIEGT.... Result: 0 (no interaction). (10) The miRNA is mmu-miR-26b-3p with sequence CCUGUUCUCCAUUACUUGGCUC. The protein sequence of the target gene is MEARLVWGVLVGPLRVLCVLCCLLGHAIAAPSPIIKFPGDVSPKTDKELAVQYLNTFYGCPKESCNLFVLKDTLKKMQKFFGLPQTGDLDQNTIETMRKPRCGNPDVANYNFFPRKPKWDKNQITYRIIGYTPDLDPETVDDAFARALKVWSDVTPLRFSRIHDGEADIMINFGRWEHGDGYPFDGKDGLLAHAFAPGTGVGGDSHFDDDELWTLGEGQVVRVKYGNADGEYCKFPFLFNGREYSSCTDTGRSDGFLWCSTTYNFEKDGKYGFCPHEALFTMGGNGDGQPCKFPFRFQGT.... Result: 0 (no interaction).